This data is from Full USPTO retrosynthesis dataset with 1.9M reactions from patents (1976-2016). The task is: Predict the reactants needed to synthesize the given product. (1) The reactants are: [CH:1]1([C:6]2[CH:7]=[C:8]([NH2:18])[CH:9]=[N:10][C:11]=2[O:12][CH2:13][C:14]([F:17])([F:16])[F:15])[CH2:5][CH2:4][CH2:3][CH2:2]1.[CH3:19][O:20][C:21]1[CH:22]=[N:23][CH:24]=[C:25]([CH:29]=1)[C:26](O)=[O:27]. Given the product [CH:1]1([C:6]2[CH:7]=[C:8]([NH:18][C:26](=[O:27])[C:25]3[CH:29]=[C:21]([O:20][CH3:19])[CH:22]=[N:23][CH:24]=3)[CH:9]=[N:10][C:11]=2[O:12][CH2:13][C:14]([F:15])([F:16])[F:17])[CH2:2][CH2:3][CH2:4][CH2:5]1, predict the reactants needed to synthesize it. (2) Given the product [F:9][C:10]1[CH:11]=[CH:12][C:13]([C:16]2([CH2:17][CH:18]([CH3:19])[CH3:20])[C:8]3[CH:6]=[N:5][CH:3]=[CH:4][C:23]=3[C:22](=[O:24])[O:21]2)=[CH:14][CH:15]=1, predict the reactants needed to synthesize it. The reactants are: [Li+].C[CH:3]([N-:5][CH:6]([CH3:8])C)[CH3:4].[F:9][C:10]1[CH:15]=[CH:14][C:13]([C:16](=[O:21])[CH2:17][CH:18]([CH3:20])[CH3:19])=[CH:12][CH:11]=1.[CH2:22]([O:24]CC)[CH3:23]. (3) The reactants are: [F:1][C:2]([C:5]1[CH:10]=[CH:9][C:8]([CH2:11][OH:12])=[CH:7][CH:6]=1)([F:4])[CH3:3].C(=O)(O)[O-].[Na+].CC(OI1(OC(C)=O)(OC(C)=O)OC(=O)C2C=CC=CC1=2)=O. Given the product [F:1][C:2]([C:5]1[CH:10]=[CH:9][C:8]([CH:11]=[O:12])=[CH:7][CH:6]=1)([F:4])[CH3:3], predict the reactants needed to synthesize it. (4) Given the product [N:45]1[CH:46]=[CH:47][C:42]([C:41]2[N:40]([CH:11]3[CH2:12][CH2:13][N:14]([C:17]4[C:18]([F:35])=[CH:19][C:20]([N:24]5[CH2:28][C@H:27]([CH2:29][NH:30][C:31](=[O:33])[CH3:32])[O:26][C:25]5=[O:34])=[CH:21][C:22]=4[F:23])[CH2:15][CH2:16]3)[N:39]=[N:38][N:37]=2)=[CH:43][CH:44]=1, predict the reactants needed to synthesize it. The reactants are: C1(C)C=CC(S(O[CH:11]2[CH2:16][CH2:15][N:14]([C:17]3[C:22]([F:23])=[CH:21][C:20]([N:24]4[CH2:28][C@H:27]([CH2:29][NH:30][C:31](=[O:33])[CH3:32])[O:26][C:25]4=[O:34])=[CH:19][C:18]=3[F:35])[CH2:13][CH2:12]2)(=O)=O)=CC=1.[NH:37]1[C:41]([C:42]2[CH:47]=[CH:46][N:45]=[CH:44][CH:43]=2)=[N:40][N:39]=[N:38]1.C([O-])([O-])=O.[K+].[K+].